From a dataset of Catalyst prediction with 721,799 reactions and 888 catalyst types from USPTO. Predict which catalyst facilitates the given reaction. Reactant: [SH2:1].[O-]CC.[Na+].[Si:6]([CH2:16][CH2:17][CH2:18][NH:19][C:20]([NH:22][CH2:23][CH2:24]Cl)=[O:21])([O:13][CH2:14][CH3:15])([O:10][CH2:11][CH3:12])[O:7][CH2:8][CH3:9]. Product: [Si:6]([CH2:16][CH2:17][CH2:18][NH:19][C:20]([NH:22][CH2:23][CH2:24][SH:1])=[O:21])([O:13][CH2:14][CH3:15])([O:10][CH2:11][CH3:12])[O:7][CH2:8][CH3:9]. The catalyst class is: 8.